This data is from Forward reaction prediction with 1.9M reactions from USPTO patents (1976-2016). The task is: Predict the product of the given reaction. (1) Given the reactants C([Sn](=O)CCCC)CCC.[CH3:11][O:12][C:13]1[CH:25]=[CH:24][C:16]([CH2:17][O:18][CH2:19][C@H:20]([OH:23])[CH2:21][OH:22])=[CH:15][CH:14]=1.[F-].[Cs+].Br[CH2:29][CH2:30][CH2:31][CH2:32][CH2:33][CH2:34][CH2:35][CH2:36][CH2:37][CH2:38][CH2:39][CH2:40][CH2:41][CH2:42][CH2:43][CH3:44], predict the reaction product. The product is: [CH2:44]([O:22][CH2:21][C@H:20]([CH2:19][O:18][CH2:17][C:16]1[CH:15]=[CH:14][C:13]([O:12][CH3:11])=[CH:25][CH:24]=1)[OH:23])[CH2:43][CH2:42][CH2:41][CH2:40][CH2:39][CH2:38][CH2:37][CH2:36][CH2:35][CH2:34][CH2:33][CH2:32][CH2:31][CH2:30][CH3:29]. (2) Given the reactants [O:1]1[CH2:6][CH2:5][N:4]([C:7]2[CH:8]=[C:9]([F:29])[C:10]3[N:11]([C:22]([O:24][C:25]([CH3:28])([CH3:27])[CH3:26])=[O:23])[C:12]4[C:17]([S:18][C:19]=3[CH:20]=2)=[CH:16][C:15](Br)=[CH:14][CH:13]=4)[CH2:3][CH2:2]1.C1C=CC(P(C2C(C3C(P(C4C=CC=CC=4)C4C=CC=CC=4)=CC=C4C=3C=CC=C4)=C3C(C=CC=C3)=CC=2)C2C=CC=CC=2)=CC=1.C([O-])([O-])=O.[Cs+].[Cs+].[NH:82]1[CH2:86][CH2:85][CH2:84][CH2:83]1, predict the reaction product. The product is: [O:1]1[CH2:6][CH2:5][N:4]([C:7]2[CH:8]=[C:9]([F:29])[C:10]3[N:11]([C:22]([O:24][C:25]([CH3:28])([CH3:27])[CH3:26])=[O:23])[C:12]4[C:17]([S:18][C:19]=3[CH:20]=2)=[CH:16][C:15]([N:82]2[CH2:86][CH2:85][CH2:84][CH2:83]2)=[CH:14][CH:13]=4)[CH2:3][CH2:2]1. (3) Given the reactants [Br:1][C:2]1[N:7]=[C:6]([CH:8]=[O:9])[CH:5]=[CH:4][CH:3]=1.[CH:10]([C:12]([CH3:14])=[O:13])=[CH2:11], predict the reaction product. The product is: [Br:1][C:2]1[N:7]=[C:6]([C:8](=[O:9])[CH2:11][CH2:10][C:12](=[O:13])[CH3:14])[CH:5]=[CH:4][CH:3]=1. (4) The product is: [CH2:2]([O:3][C:4]([C:6]1[NH:7][C:8]2[C:13]([CH:14]=1)=[CH:12][CH:11]=[CH:10][C:9]=2[CH2:15][CH3:16])=[O:5])[CH3:1]. Given the reactants [CH3:1][CH2:2][O:3][C:4]([C:6]1[N:7](C(OC(C)(C)C)=O)[C:8]2[C:13]([CH:14]=1)=[CH:12][CH:11]=[CH:10][C:9]=2[CH2:15][CH3:16])=[O:5].FC(F)(F)C(O)=O, predict the reaction product. (5) Given the reactants [O:1]=[C:2]1[C:11]2[C:6](=[CH:7][CH:8]=[CH:9][CH:10]=2)[N:5]=[C:4]([CH2:12][CH2:13][CH2:14][C:15]([OH:17])=O)[NH:3]1.FC(F)(F)C(O)=O.[NH:25]1[CH2:30][CH2:29][CH:28]([C:31]2[O:32][C:33]([C:36]3[CH:41]=[N:40][CH:39]=[CH:38][N:37]=3)=[N:34][N:35]=2)[CH2:27][CH2:26]1, predict the reaction product. The product is: [O:17]=[C:15]([N:25]1[CH2:26][CH2:27][CH:28]([C:31]2[O:32][C:33]([C:36]3[CH:41]=[N:40][CH:39]=[CH:38][N:37]=3)=[N:34][N:35]=2)[CH2:29][CH2:30]1)[CH2:14][CH2:13][CH2:12][C:4]1[NH:3][C:2](=[O:1])[C:11]2[C:6](=[CH:7][CH:8]=[CH:9][CH:10]=2)[N:5]=1.